From a dataset of Reaction yield outcomes from USPTO patents with 853,638 reactions. Predict the reaction yield, written as a fraction of the theoretical maximum amount of product (1.0 means a 100% yield; for example, 0.34 means a 34% yield). (1) The catalyst is CCO.[Pd]. The product is [C:1]([N:8]1[C:16]2[C:11](=[C:12]([NH2:17])[CH:13]=[CH:14][CH:15]=2)[CH:10]=[CH:9]1)([O:3][C:4]([CH3:7])([CH3:6])[CH3:5])=[O:2]. The reactants are [C:1]([N:8]1[C:16]2[C:11](=[C:12]([N+:17]([O-])=O)[CH:13]=[CH:14][CH:15]=2)[CH:10]=[CH:9]1)([O:3][C:4]([CH3:7])([CH3:6])[CH3:5])=[O:2]. The yield is 0.960. (2) The reactants are Cl[CH2:2][C:3]([N:5]1[C:14]2[C:9](=[CH:10][CH:11]=[CH:12][CH:13]=2)[CH2:8][CH2:7][CH2:6]1)=[O:4].[CH3:15][O:16][C:17]1[CH:18]=[CH:19][C:20]2[S:24][C:23]([SH:25])=[N:22][C:21]=2[CH:26]=1. No catalyst specified. The product is [N:5]1([C:3](=[O:4])[CH2:2][S:25][C:23]2[S:24][C:20]3[CH:19]=[CH:18][C:17]([O:16][CH3:15])=[CH:26][C:21]=3[N:22]=2)[C:14]2[C:9](=[CH:10][CH:11]=[CH:12][CH:13]=2)[CH2:8][CH2:7][CH2:6]1. The yield is 0.830. (3) The reactants are Br[C:2]1[S:6][C:5]([N:7]([C:29]([O:31][C:32]([CH3:35])([CH3:34])[CH3:33])=[O:30])[CH2:8][C@@H:9]([NH:21][C:22](=[O:28])[O:23][C:24]([CH3:27])([CH3:26])[CH3:25])[CH2:10][C:11]2[CH:16]=[CH:15][C:14]([C:17]([F:20])([F:19])[F:18])=[CH:13][CH:12]=2)=[N:4][C:3]=1[C:36]#[C:37][C:38]([OH:41])([CH3:40])[CH3:39].[CH:42]1[C:51]2[C:46](=[CH:47][C:48](B(O)O)=[CH:49][CH:50]=2)[CH:45]=[CH:44][N:43]=1.C(=O)([O-])[O-].[Na+].[Na+].O. The catalyst is O1CCOCC1. The product is [OH:41][C:38]([CH3:40])([CH3:39])[C:37]#[C:36][C:3]1[N:4]=[C:5]([N:7]([C:29]([O:31][C:32]([CH3:35])([CH3:34])[CH3:33])=[O:30])[CH2:8][C@@H:9]([NH:21][C:22](=[O:28])[O:23][C:24]([CH3:27])([CH3:26])[CH3:25])[CH2:10][C:11]2[CH:12]=[CH:13][C:14]([C:17]([F:19])([F:18])[F:20])=[CH:15][CH:16]=2)[S:6][C:2]=1[C:48]1[CH:47]=[C:46]2[C:51](=[CH:50][CH:49]=1)[CH:42]=[N:43][CH:44]=[CH:45]2. The yield is 0.370. (4) The reactants are [Br:1][C:2]1[CH:3]=[C:4]([C:9]([OH:11])=[O:10])[C:5](O)=[N:6][CH:7]=1.S(Cl)([Cl:14])=O. The catalyst is CN(C)C=O. The product is [Br:1][C:2]1[CH:3]=[C:4]([C:9]([OH:11])=[O:10])[C:5]([Cl:14])=[N:6][CH:7]=1. The yield is 0.470. (5) The reactants are Cl[C:2]1[CH:7]=[CH:6][N:5]=[C:4]([NH2:8])[C:3]=1[N+:9]([O-:11])=[O:10].[CH3:12][C:13]1[N:14]=[CH:15][NH:16][CH:17]=1. The catalyst is CN(C=O)C. The product is [CH3:12][C:13]1[N:14]=[CH:15][N:16]([C:2]2[CH:7]=[CH:6][N:5]=[C:4]([NH2:8])[C:3]=2[N+:9]([O-:11])=[O:10])[CH:17]=1. The yield is 0.316. (6) The reactants are Br[C:2]1[C:10]2[C:5](=[CH:6][CH:7]=[C:8]([C:11]#[N:12])[CH:9]=2)[N:4]([CH:13]2[CH2:18][CH2:17][CH2:16][CH2:15][O:14]2)[N:3]=1.[OH:19][C:20]1[CH:21]=[C:22](B(O)O)[CH:23]=[CH:24][CH:25]=1.P([O-])([O-])([O-])=O.[K+].[K+].[K+]. The catalyst is C(COC)OC.ClCCl.C1C=CC(P(C2C=CC=CC=2)[C-]2C=CC=C2)=CC=1.C1C=CC(P(C2C=CC=CC=2)[C-]2C=CC=C2)=CC=1.Cl[Pd]Cl.[Fe+2]. The product is [OH:19][C:20]1[CH:25]=[C:24]([C:2]2[C:10]3[C:5](=[CH:6][CH:7]=[C:8]([C:11]#[N:12])[CH:9]=3)[N:4]([CH:13]3[CH2:18][CH2:17][CH2:16][CH2:15][O:14]3)[N:3]=2)[CH:23]=[CH:22][CH:21]=1. The yield is 0.850. (7) The reactants are CC[N:3]=C=NCCCN(C)C.C1C=CC2N(O)N=NC=2C=1.[Cl:22][C:23]1[C:24](=[O:44])[N:25]2[C:29](=[C:30]([C:41](O)=[O:42])[C:31]=1[NH:32][C:33]1[CH:38]=[CH:37][C:36]([I:39])=[CH:35][C:34]=1[F:40])[CH2:28][CH2:27][CH2:26]2.[NH4+].[Cl-]. The catalyst is CN(C=O)C. The product is [Cl:22][C:23]1[C:24](=[O:44])[N:25]2[C:29](=[C:30]([C:41]([NH2:3])=[O:42])[C:31]=1[NH:32][C:33]1[CH:38]=[CH:37][C:36]([I:39])=[CH:35][C:34]=1[F:40])[CH2:28][CH2:27][CH2:26]2. The yield is 0.300.